Task: Predict the reactants needed to synthesize the given product.. Dataset: Full USPTO retrosynthesis dataset with 1.9M reactions from patents (1976-2016) (1) Given the product [Cl:14][C:11]1[N+:10]([O-:15])=[N:9][C:8]([O:26][C:20]2[CH:21]=[C:22]([CH3:25])[CH:23]=[CH:24][C:19]=2[O:18][CH3:17])=[CH:13][CH:12]=1, predict the reactants needed to synthesize it. The reactants are: CC(C)([O-])C.[K+].Cl[C:8]1[N:9]=[N+:10]([O-:15])[C:11]([Cl:14])=[CH:12][CH:13]=1.O.[CH3:17][O:18][C:19]1[CH:24]=[CH:23][C:22]([CH3:25])=[CH:21][C:20]=1[OH:26]. (2) Given the product [NH2:22][C:20]1[N:21]=[C:16]([C:9]2[CH:10]=[CH:11][C:6]([NH:5][S:2]([CH3:1])(=[O:4])=[O:3])=[CH:7][CH:8]=2)[CH:17]=[C:18]([NH:23][CH3:24])[N:19]=1, predict the reactants needed to synthesize it. The reactants are: [CH3:1][S:2]([NH:5][C:6]1[CH:11]=[CH:10][C:9](B(O)O)=[CH:8][CH:7]=1)(=[O:4])=[O:3].Cl[C:16]1[N:21]=[C:20]([NH2:22])[N:19]=[C:18]([NH:23][CH3:24])[CH:17]=1. (3) Given the product [Cl:1][C:2]1[CH:7]=[C:6]([C:16]2([OH:18])[CH2:17][O:14][CH2:15]2)[CH:5]=[CH:4][N:3]=1, predict the reactants needed to synthesize it. The reactants are: [Cl:1][C:2]1[CH:7]=[C:6](I)[CH:5]=[CH:4][N:3]=1.[Li]CCCC.[O:14]1[CH2:17][C:16](=[O:18])[CH2:15]1. (4) Given the product [CH3:16][C:15]1[C:4]2([CH2:5][CH2:6][CH2:3]2)[O:7][C:8]2[C:13](=[C:12]([CH3:17])[C:11]([OH:18])=[C:10]([CH3:19])[C:9]=2[CH3:20])[CH:14]=1, predict the reactants needed to synthesize it. The reactants are: CO[CH:3]1[CH2:6][CH2:5][C:4]21[CH:15]([CH3:16])[CH2:14][C:13]1[C:8](=[C:9]([CH3:20])[C:10]([CH3:19])=[C:11]([OH:18])[C:12]=1[CH3:17])[O:7]2. (5) Given the product [Cl:1][C:2]1[CH:7]=[CH:6][C:5](/[CH:8]=[CH:9]/[C:10]2[O:11][CH:12]=[C:13]([CH2:15][O:38][C:35]3[CH:34]=[CH:33][C:32]([CH2:31][CH2:30][CH2:29][CH2:28][N:24]4[CH:25]=[CH:26][N:27]=[C:23]4[CH2:22][S:19]([CH3:18])(=[O:21])=[O:20])=[CH:37][CH:36]=3)[N:14]=2)=[C:4]([F:17])[CH:3]=1, predict the reactants needed to synthesize it. The reactants are: [Cl:1][C:2]1[CH:7]=[CH:6][C:5](/[CH:8]=[CH:9]/[C:10]2[O:11][CH:12]=[C:13]([CH2:15]Cl)[N:14]=2)=[C:4]([F:17])[CH:3]=1.[CH3:18][S:19]([CH2:22][C:23]1[N:24]([CH2:28][CH2:29][CH2:30][CH2:31][C:32]2[CH:37]=[CH:36][C:35]([OH:38])=[CH:34][CH:33]=2)[CH:25]=[CH:26][N:27]=1)(=[O:21])=[O:20].[H-].[Na+]. (6) Given the product [O:16]=[C:7]1[C:8]2[C:13](=[CH:12][CH:11]=[CH:10][CH:9]=2)[C:14](=[O:15])[N:6]1[CH2:5][CH:4]=[O:3], predict the reactants needed to synthesize it. The reactants are: C([O:3][CH:4](OCC)[CH2:5][N:6]1[C:14](=[O:15])[C:13]2[C:8](=[CH:9][CH:10]=[CH:11][CH:12]=2)[C:7]1=[O:16])C. (7) Given the product [Br:1][C:2]1[CH:3]=[N:4][C:5]2[N:6]([N:8]=[C:9]([C:11]([N:16]3[CH2:17][CH2:18][C:19]4[CH:24]=[CH:23][CH:22]=[N:21][C:20]=4[N:15]3[CH3:14])=[O:13])[CH:10]=2)[CH:7]=1, predict the reactants needed to synthesize it. The reactants are: [Br:1][C:2]1[CH:3]=[N:4][C:5]2[N:6]([N:8]=[C:9]([C:11]([OH:13])=O)[CH:10]=2)[CH:7]=1.[CH3:14][N:15]1[C:20]2[N:21]=[CH:22][CH:23]=[CH:24][C:19]=2[CH2:18][CH2:17][NH:16]1. (8) The reactants are: [CH3:1][O:2][C:3]1[N:7]([C:8]2[CH:13]=[CH:12][C:11]([C:14](=[O:23])[NH:15][CH2:16][CH:17]3[CH2:22][CH2:21][O:20][CH2:19][CH2:18]3)=[CH:10][N:9]=2)[N:6]=[CH:5][C:4]=1[C:24]([O:26]CC)=[O:25].[Li+].[OH-].Cl. Given the product [CH3:1][O:2][C:3]1[N:7]([C:8]2[CH:13]=[CH:12][C:11]([C:14](=[O:23])[NH:15][CH2:16][CH:17]3[CH2:22][CH2:21][O:20][CH2:19][CH2:18]3)=[CH:10][N:9]=2)[N:6]=[CH:5][C:4]=1[C:24]([OH:26])=[O:25], predict the reactants needed to synthesize it.